This data is from Forward reaction prediction with 1.9M reactions from USPTO patents (1976-2016). The task is: Predict the product of the given reaction. (1) The product is: [Cl:1][C:2]1[N:3]=[CH:4][C:5]2[CH:24]=[C:25]([CH:26]([O:27][CH2:28][CH3:29])[O:30][CH2:31][CH3:32])[N:8]([CH2:9][CH:10]([NH:13][C:14](=[O:23])[O:15][CH2:16][C:17]3[CH:22]=[CH:21][CH:20]=[CH:19][CH:18]=3)[CH2:11][CH3:12])[C:6]=2[N:7]=1. Given the reactants [Cl:1][C:2]1[N:7]=[C:6]([NH:8][CH2:9][CH:10]([NH:13][C:14](=[O:23])[O:15][CH2:16][C:17]2[CH:22]=[CH:21][CH:20]=[CH:19][CH:18]=2)[CH2:11][CH3:12])[C:5]([C:24]#[C:25][CH:26]([O:30][CH2:31][CH3:32])[O:27][CH2:28][CH3:29])=[CH:4][N:3]=1.CCCC[N+](CCCC)(CCCC)CCCC.[F-].ClC1N=CC2C=C(C(OCC)OCC)N(CCNC(=O)OC(C)(C)C)C=2N=1, predict the reaction product. (2) Given the reactants [SiH](CC)(CC)CC.B(F)(F)F.CCOCC.[CH2:17]([O:24][C:25]1[CH:30]=[CH:29][C:28]([CH:31]([C:33]2[CH:38]=[CH:37][C:36]([O:39][CH2:40][CH3:41])=[CH:35][CH:34]=2)O)=[CH:27][C:26]=1[Br:42])[C:18]1[CH:23]=[CH:22][CH:21]=[CH:20][CH:19]=1.C(=O)([O-])[O-].[Na+].[Na+], predict the reaction product. The product is: [CH2:17]([O:24][C:25]1[CH:30]=[CH:29][C:28]([CH2:31][C:33]2[CH:34]=[CH:35][C:36]([O:39][CH2:40][CH3:41])=[CH:37][CH:38]=2)=[CH:27][C:26]=1[Br:42])[C:18]1[CH:23]=[CH:22][CH:21]=[CH:20][CH:19]=1.